This data is from Catalyst prediction with 721,799 reactions and 888 catalyst types from USPTO. The task is: Predict which catalyst facilitates the given reaction. (1) Reactant: ClCCl.[CH3:4][S:5]([CH2:8][CH2:9][CH2:10][CH2:11][CH2:12][OH:13])(=[O:7])=[O:6].CS(C)=O. Product: [CH3:4][S:5]([CH2:8][CH2:9][CH2:10][CH2:11][CH:12]=[O:13])(=[O:7])=[O:6]. The catalyst class is: 66. (2) Reactant: [Br:1][C:2]1[C:7]([CH3:8])=[CH:6][C:5]([O:9]C)=[C:4]([CH3:11])[C:3]=1[CH3:12].Br. Product: [Br:1][C:2]1[C:7]([CH3:8])=[CH:6][C:5]([OH:9])=[C:4]([CH3:11])[C:3]=1[CH3:12]. The catalyst class is: 52. (3) Reactant: [CH3:1][CH:2]([S:4](Cl)(=[O:6])=[O:5])[CH3:3].C(N(CC)CC)C.Cl.[C@@H:16]12[CH2:23][NH:22][CH2:21][C@@H:20]1[CH2:19][N:18]([C:24]1[NH:25][C:26]3[CH:32]=[C:31]([C:33]4[CH:38]=[CH:37][CH:36]=[CH:35][CH:34]=4)[CH:30]=[CH:29][C:27]=3[N:28]=1)[CH2:17]2. Product: [CH:2]([S:4]([N:22]1[CH2:21][C@@H:20]2[C@@H:16]([CH2:17][N:18]([C:24]3[NH:25][C:26]4[CH:32]=[C:31]([C:33]5[CH:38]=[CH:37][CH:36]=[CH:35][CH:34]=5)[CH:30]=[CH:29][C:27]=4[N:28]=3)[CH2:19]2)[CH2:23]1)(=[O:6])=[O:5])([CH3:3])[CH3:1]. The catalyst class is: 1.